This data is from Full USPTO retrosynthesis dataset with 1.9M reactions from patents (1976-2016). The task is: Predict the reactants needed to synthesize the given product. (1) Given the product [F:1][C:2]1[CH:3]=[CH:4][C:5]([C:6]([NH:8][C:9]2[CH:10]=[CH:11][C:12]([CH2:13][NH:14][C:15]3[C:24]4[C:19](=[CH:20][CH:21]=[CH:22][CH:23]=4)[N:18]=[C:17]([NH:25][CH2:26][C:27]([OH:29])=[O:28])[N:16]=3)=[CH:34][CH:35]=2)=[O:7])=[CH:36][CH:37]=1, predict the reactants needed to synthesize it. The reactants are: [F:1][C:2]1[CH:37]=[CH:36][C:5]([C:6]([NH:8][C:9]2[CH:35]=[CH:34][C:12]([CH2:13][NH:14][C:15]3[C:24]4[C:19](=[CH:20][CH:21]=[CH:22][CH:23]=4)[N:18]=[C:17]([NH:25][CH2:26][C:27]([O:29]C(C)(C)C)=[O:28])[N:16]=3)=[CH:11][CH:10]=2)=[O:7])=[CH:4][CH:3]=1.C(O)(C(F)(F)F)=O. (2) Given the product [NH2:27][C:24]1[CH:25]=[CH:26][C:21]([CH2:20][C@H:13]2[C@H:12]3[C@@H:17]([N:9]([CH2:8][C:7]4[CH:32]=[CH:33][CH:34]=[C:5]([C:1]([CH3:3])([CH3:4])[CH3:2])[CH:6]=4)[C:10](=[O:31])[O:11]3)[CH2:16][S:15](=[O:18])(=[O:19])[CH2:14]2)=[CH:22][C:23]=1[F:30], predict the reactants needed to synthesize it. The reactants are: [C:1]([C:5]1[CH:6]=[C:7]([CH:32]=[CH:33][CH:34]=1)[CH2:8][N:9]1[CH:17]2[CH:12]([CH:13]([CH2:20][C:21]3[CH:26]=[CH:25][C:24]([N+:27]([O-])=O)=[C:23]([F:30])[CH:22]=3)[CH2:14][S:15](=[O:19])(=[O:18])[CH2:16]2)[O:11][C:10]1=[O:31])([CH3:4])([CH3:3])[CH3:2]. (3) Given the product [Br:19][CH2:8][C:7]1[C:2]([F:1])=[N:3][CH:4]=[C:5]([N+:9]([O-:11])=[O:10])[CH:6]=1, predict the reactants needed to synthesize it. The reactants are: [F:1][C:2]1[C:7]([CH3:8])=[CH:6][C:5]([N+:9]([O-:11])=[O:10])=[CH:4][N:3]=1.C1C(=O)N([Br:19])C(=O)C1. (4) Given the product [N+:1]([C:4]1[CH:9]=[CH:8][CH:7]=[CH:6][C:5]=1[C:10](=[O:12])/[CH:11]=[CH:13]\[CH:15]1[CH2:20][CH2:19][N:18]([C:21]([O:23][C:24]([CH3:25])([CH3:27])[CH3:26])=[O:22])[CH2:17][CH2:16]1)([O-:3])=[O:2], predict the reactants needed to synthesize it. The reactants are: [N+:1]([C:4]1[CH:9]=[CH:8][CH:7]=[CH:6][C:5]=1[C:10](=[O:12])[CH3:11])([O-:3])=[O:2].[CH:13]([CH:15]1[CH2:20][CH2:19][N:18]([C:21]([O:23][C:24]([CH3:27])([CH3:26])[CH3:25])=[O:22])[CH2:17][CH2:16]1)=O.